Dataset: Full USPTO retrosynthesis dataset with 1.9M reactions from patents (1976-2016). Task: Predict the reactants needed to synthesize the given product. (1) Given the product [CH2:28]([S:32]([NH:25][S:22]([C:14]1[S:15][C:16]([CH2:18][CH:19]([CH3:21])[CH3:20])=[CH:17][C:13]=1[C:10]1[CH:11]=[CH:12][C:7]([CH2:6][N:1]2[CH:5]=[CH:4][N:3]=[CH:2]2)=[CH:8][CH:9]=1)(=[O:24])=[O:23])(=[O:34])=[O:33])[CH2:29][CH2:30][CH3:31], predict the reactants needed to synthesize it. The reactants are: [N:1]1([CH2:6][C:7]2[CH:12]=[CH:11][C:10]([C:13]3[CH:17]=[C:16]([CH2:18][CH:19]([CH3:21])[CH3:20])[S:15][C:14]=3[S:22]([NH2:25])(=[O:24])=[O:23])=[CH:9][CH:8]=2)[CH:5]=[CH:4][N:3]=[CH:2]1.[OH-].[Na+].[CH2:28]([S:32](Cl)(=[O:34])=[O:33])[CH2:29][CH2:30][CH3:31]. (2) Given the product [CH3:72][O:73][C:74](=[O:75])[NH:76][CH:77]([C:6]([N:8]1[CH:13]([C:14]2[NH:18][C:17]3[CH:19]=[C:20]([C:23]4[CH:35]=[CH:34][C:33]5[C:32]6[C:27](=[CH:28][C:29]([C:36]7[NH:37][C:38]([CH:41]8[CH2:47][C:44]9([CH2:45][CH2:46]9)[CH2:43][N:42]8[C:48](=[O:58])[CH:49]([NH:53][C:54]([O:56][CH3:57])=[O:55])[CH:50]([CH3:51])[CH3:52])=[N:39][CH:40]=7)=[CH:30][CH:31]=6)[C:26]([F:59])([F:60])[C:25]=5[CH:24]=4)[CH:21]=[CH:22][C:16]=3[N:15]=2)[CH:12]2[CH2:61][CH:9]1[CH2:10][CH2:11]2)=[O:5])[CH2:81][CH2:83][C:64]#[N:65], predict the reactants needed to synthesize it. The reactants are: C([O:5][C:6]([N:8]1[CH:13]([C:14]2[NH:18][C:17]3[CH:19]=[C:20]([C:23]4[CH:35]=[CH:34][C:33]5[C:32]6[C:27](=[CH:28][C:29]([C:36]7[NH:37][C:38]([CH:41]8[CH2:47][C:44]9([CH2:46][CH2:45]9)[CH2:43][N:42]8[C:48](=[O:58])[CH:49]([NH:53][C:54]([O:56][CH3:57])=[O:55])[CH:50]([CH3:52])[CH3:51])=[N:39][CH:40]=7)=[CH:30][CH:31]=6)[C:26]([F:60])([F:59])[C:25]=5[CH:24]=4)[CH:21]=[CH:22][C:16]=3[N:15]=2)[CH:12]2[CH2:61][CH:9]1[CH2:10][CH2:11]2)=O)(C)(C)C.Cl.C[CH2:64][N:65](C(C)C)C(C)C.[CH3:72][O:73][C:74]([NH:76][CH:77]([CH:81]([C:83]#N)C)C(O)=O)=[O:75].CN(C(ON1N=NC2C=CC=NC1=2)=[N+](C)C)C.F[P-](F)(F)(F)(F)F. (3) Given the product [O:22]=[C:21]1[C:20]2[C:15](=[CH:16][CH:17]=[CH:18][CH:19]=2)[C:14](=[O:23])[N:13]1[C:10]1[CH:11]=[CH:12][C:7]([C:35]#[N:36])=[C:8]([S:24]([F:27])([F:29])([F:26])([F:25])[F:28])[CH:9]=1, predict the reactants needed to synthesize it. The reactants are: S(=O)(=O)(O)O.N[C:7]1[CH:12]=[CH:11][C:10]([N:13]2[C:21](=[O:22])[C:20]3[C:15](=[CH:16][CH:17]=[CH:18][CH:19]=3)[C:14]2=[O:23])=[CH:9][C:8]=1[S:24]([F:29])([F:28])([F:27])([F:26])[F:25].N([O-])=O.[Na+].[Cu][C:35]#[N:36].[C-]#N.[K+]. (4) Given the product [CH2:1]([N:3]([CH2:4][CH3:5])[C:22]([CH:17]1[C:16]2[C:15]3[C:10](=[CH:11][CH:12]=[CH:13][C:14]=3[O:25][CH3:26])[N:9]([CH2:8][CH2:7][O:6][S:28]([CH3:27])(=[O:30])=[O:29])[C:21]=2[CH2:20][CH2:19][CH2:18]1)=[O:23])[CH3:2], predict the reactants needed to synthesize it. The reactants are: [CH2:1]([NH:3][CH2:4][CH3:5])[CH3:2].[OH:6][CH2:7][CH2:8][N:9]1[C:21]2[CH2:20][CH2:19][CH2:18][CH:17]([C:22](O)=[O:23])[C:16]=2[C:15]2[C:10]1=[CH:11][CH:12]=[CH:13][C:14]=2[O:25][CH3:26].[CH3:27][S:28](Cl)(=[O:30])=[O:29].C(N(CC)CC)C. (5) Given the product [CH2:1]([N:8]([CH2:31][CH2:32][N:33]([CH3:34])[CH3:35])[C:9](=[O:10])[CH2:11][NH:12][C:19]1[CH:20]=[CH:21][CH:22]=[C:23]2[C:28]=1[CH2:27][N:26]([CH2:29][CH3:30])[CH2:25][CH2:24]2)[C:2]1[CH:3]=[CH:4][CH:5]=[CH:6][CH:7]=1, predict the reactants needed to synthesize it. The reactants are: [CH2:1]([N:8]([CH2:31][CH2:32][N:33]([CH3:35])[CH3:34])[C:9]([CH2:11][N:12]([C:19]1[CH:20]=[CH:21][CH:22]=[C:23]2[C:28]=1[CH2:27][N:26]([CH2:29][CH3:30])[CH2:25][CH2:24]2)C(=O)C(F)(F)F)=[O:10])[C:2]1[CH:7]=[CH:6][CH:5]=[CH:4][CH:3]=1.C([O-])([O-])=O.[K+].[K+]. (6) Given the product [CH3:1][S:2]([C:5]1[CH:6]=[C:7]([CH:11]=[C:12]([N+:14]([O-:16])=[O:15])[CH:13]=1)[C:8]([OH:10])=[O:9])(=[O:3])=[O:4], predict the reactants needed to synthesize it. The reactants are: [CH3:1][S:2]([C:5]1[CH:6]=[C:7]([CH:11]=[CH:12][CH:13]=1)[C:8]([OH:10])=[O:9])(=[O:4])=[O:3].[N+:14]([O-])([OH:16])=[O:15].C(=O)(O)[O-].[Na+]. (7) Given the product [Br:1][C:2]1[CH:3]=[C:4]([OH:13])[CH:5]=[C:6]2[C:11]=1[N:10]=[CH:9][C:8]([I:12])=[CH:7]2, predict the reactants needed to synthesize it. The reactants are: [Br:1][C:2]1[CH:3]=[C:4]([O:13]C)[CH:5]=[C:6]2[C:11]=1[N:10]=[CH:9][C:8]([I:12])=[CH:7]2.Br.[OH-].[Na+].